From a dataset of Peptide-MHC class I binding affinity with 185,985 pairs from IEDB/IMGT. Regression. Given a peptide amino acid sequence and an MHC pseudo amino acid sequence, predict their binding affinity value. This is MHC class I binding data. (1) The peptide sequence is FTRMVVAAL. The MHC is HLA-B58:01 with pseudo-sequence HLA-B58:01. The binding affinity (normalized) is 0.0847. (2) The peptide sequence is SIKFKRKLM. The MHC is HLA-A25:01 with pseudo-sequence HLA-A25:01. The binding affinity (normalized) is 0.0847. (3) The peptide sequence is TILIKVEYK. The MHC is HLA-A11:01 with pseudo-sequence HLA-A11:01. The binding affinity (normalized) is 0.340. (4) The peptide sequence is KAIGTVLV. The MHC is HLA-B35:01 with pseudo-sequence HLA-B35:01. The binding affinity (normalized) is 0. (5) The peptide sequence is RMMETWHPL. The MHC is HLA-A32:15 with pseudo-sequence HLA-A32:15. The binding affinity (normalized) is 0.341. (6) The peptide sequence is RVRDNMTKK. The MHC is HLA-A01:01 with pseudo-sequence HLA-A01:01. The binding affinity (normalized) is 0.0847.